This data is from Catalyst prediction with 721,799 reactions and 888 catalyst types from USPTO. The task is: Predict which catalyst facilitates the given reaction. (1) Reactant: [H-].[Na+].[N:3]1[CH:8]=[C:7]([NH:9][C:10]2[CH:11]=[C:12]([CH:15]=[CH:16][CH:17]=2)[C:13]#[N:14])[CH:6]=[N:5][CH:4]=1.[CH3:18]I. Product: [CH3:18][N:9]([C:7]1[CH:8]=[N:3][CH:4]=[N:5][CH:6]=1)[C:10]1[CH:11]=[C:12]([CH:15]=[CH:16][CH:17]=1)[C:13]#[N:14]. The catalyst class is: 49. (2) Reactant: [H-].[Na+].[I:3][C:4]1[CH:11]=[CH:10][CH:9]=[CH:8][C:5]=1[CH2:6][OH:7].[CH2:12](Br)[CH:13]=[CH2:14]. Product: [CH2:14]([O:7][CH2:6][C:5]1[CH:8]=[CH:9][CH:10]=[CH:11][C:4]=1[I:3])[CH:13]=[CH2:12]. The catalyst class is: 1.